This data is from Catalyst prediction with 721,799 reactions and 888 catalyst types from USPTO. The task is: Predict which catalyst facilitates the given reaction. (1) Reactant: [CH3:1][C:2]1[CH:7]=[CH:6][N:5]2[C:8]([C:11]3[CH:20]=[CH:19][C:18]4[C:13](=[C:14]([OH:21])[CH:15]=[CH:16][CH:17]=4)[N:12]=3)=[N:9][N:10]=[C:4]2[CH:3]=1.CS(O[CH2:27][C:28]([CH3:39])([CH3:38])[CH2:29][NH:30][C:31]([O:33][C:34]([CH3:37])([CH3:36])[CH3:35])=[O:32])(=O)=O.C(=O)([O-])[O-].[Cs+].[Cs+]. Product: [CH3:27][C:28]([CH3:39])([CH2:38][O:21][C:14]1[CH:15]=[CH:16][CH:17]=[C:18]2[C:13]=1[N:12]=[C:11]([C:8]1[N:5]3[CH:6]=[CH:7][C:2]([CH3:1])=[CH:3][C:4]3=[N:10][N:9]=1)[CH:20]=[CH:19]2)[CH2:29][NH:30][C:31](=[O:32])[O:33][C:34]([CH3:37])([CH3:36])[CH3:35]. The catalyst class is: 44. (2) Reactant: Cl.[NH2:2][C@@H:3]([C:6]([OH:8])=[O:7])[CH2:4][SH:5].N.[Na].Br[CH2:12][CH:13]1[CH2:18][CH2:17][CH2:16][CH2:15][CH2:14]1.[C:19](O[C:19]([O:21][C:22]([CH3:25])([CH3:24])[CH3:23])=[O:20])([O:21][C:22]([CH3:25])([CH3:24])[CH3:23])=[O:20]. Product: [C:22]([O:21][C:19]([NH:2][C@H:3]([CH2:4][S:5][CH2:12][CH:13]1[CH2:18][CH2:17][CH2:16][CH2:15][CH2:14]1)[C:6]([OH:8])=[O:7])=[O:20])([CH3:25])([CH3:24])[CH3:23]. The catalyst class is: 252. (3) Reactant: [NH2:1][C:2]1[N:7]=[C:6]([C:8]2[CH:13]=[CH:12][C:11]([CH2:14][C@H:15]([NH:19][C:20]([O:22][C:23]([CH3:26])([CH3:25])[CH3:24])=[O:21])[C:16]([OH:18])=[O:17])=[CH:10][CH:9]=2)[CH:5]=[C:4]([O:27][CH:28]([C:33]2[CH:38]=[CH:37][C:36](Br)=[CH:35][C:34]=2[F:40])[C:29]([F:32])([F:31])[F:30])[N:3]=1.[CH3:41][O:42][C:43]1[CH:44]=[N:45][CH:46]=[C:47](B2OC(C)(C)C(C)(C)O2)[CH:48]=1.C(#N)C.C(=O)([O-])[O-].[Na+].[Na+]. Product: [NH2:1][C:2]1[N:7]=[C:6]([C:8]2[CH:13]=[CH:12][C:11]([CH2:14][C@H:15]([NH:19][C:20]([O:22][C:23]([CH3:26])([CH3:25])[CH3:24])=[O:21])[C:16]([OH:18])=[O:17])=[CH:10][CH:9]=2)[CH:5]=[C:4]([O:27][CH:28]([C:33]2[CH:38]=[CH:37][C:36]([C:47]3[CH:46]=[N:45][CH:44]=[C:43]([O:42][CH3:41])[CH:48]=3)=[CH:35][C:34]=2[F:40])[C:29]([F:32])([F:31])[F:30])[N:3]=1. The catalyst class is: 189.